Task: Predict which catalyst facilitates the given reaction.. Dataset: Catalyst prediction with 721,799 reactions and 888 catalyst types from USPTO (1) Reactant: [Cl:1][C:2]1[CH:16]=[CH:15][C:5]([O:6][CH2:7][C:8]([O:10][C:11]([CH3:14])([CH3:13])[CH3:12])=[O:9])=[C:4]([CH2:17][N:18]2[CH2:23][CH2:22][NH:21][CH:20]([CH3:24])[CH:19]2[CH3:25])[CH:3]=1.C(=O)(O)[O-].[Na+].[C:31]1([CH2:37][C:38](Cl)=[O:39])[CH:36]=[CH:35][CH:34]=[CH:33][CH:32]=1. Product: [Cl:1][C:2]1[CH:16]=[CH:15][C:5]([O:6][CH2:7][C:8]([O:10][C:11]([CH3:14])([CH3:13])[CH3:12])=[O:9])=[C:4]([CH2:17][N:18]2[CH2:23][CH2:22][N:21]([C:38](=[O:39])[CH2:37][C:31]3[CH:36]=[CH:35][CH:34]=[CH:33][CH:32]=3)[C@H:20]([CH3:24])[C@@H:19]2[CH3:25])[CH:3]=1. The catalyst class is: 34. (2) Reactant: ClC(Cl)(Cl)CO[C:5](=[O:26])[NH:6][C:7]1[N:8]([C:16]2[CH:21]=[CH:20][N:19]=[C:18]([O:22][CH2:23][CH2:24][OH:25])[CH:17]=2)[N:9]=[C:10]([C:12]([CH3:15])([CH3:14])[CH3:13])[CH:11]=1.[CH3:29][C@H:30]1[CH2:35][CH2:34][CH2:33][CH2:32][N:31]1[C:36]1[N:40]2[CH:41]=[C:42]([O:45][C@H:46]3[C:55]4[C:50](=[CH:51][CH:52]=[CH:53][CH:54]=4)[C@@H:49]([NH2:56])[CH2:48][CH2:47]3)[CH:43]=[CH:44][C:39]2=[N:38][N:37]=1.CCN(C(C)C)C(C)C. Product: [C:12]([C:10]1[CH:11]=[C:7]([NH:6][C:5]([NH:56][C@@H:49]2[C:50]3[C:55](=[CH:54][CH:53]=[CH:52][CH:51]=3)[C@H:46]([O:45][C:42]3[CH:43]=[CH:44][C:39]4[N:40]([C:36]([N:31]5[CH2:32][CH2:33][CH2:34][CH2:35][C@@H:30]5[CH3:29])=[N:37][N:38]=4)[CH:41]=3)[CH2:47][CH2:48]2)=[O:26])[N:8]([C:16]2[CH:21]=[CH:20][N:19]=[C:18]([O:22][CH2:23][CH2:24][OH:25])[CH:17]=2)[N:9]=1)([CH3:13])([CH3:14])[CH3:15]. The catalyst class is: 12.